This data is from Peptide-MHC class I binding affinity with 185,985 pairs from IEDB/IMGT. The task is: Regression. Given a peptide amino acid sequence and an MHC pseudo amino acid sequence, predict their binding affinity value. This is MHC class I binding data. (1) The MHC is HLA-A33:01 with pseudo-sequence HLA-A33:01. The binding affinity (normalized) is 0.150. The peptide sequence is ITPDDGLGLR. (2) The peptide sequence is DRYPANAIV. The MHC is HLA-A69:01 with pseudo-sequence HLA-A69:01. The binding affinity (normalized) is 0.0847. (3) The peptide sequence is ASLKNTISK. The MHC is HLA-A11:01 with pseudo-sequence HLA-A11:01. The binding affinity (normalized) is 0.847. (4) The peptide sequence is RAWPSAHAI. The MHC is BoLA-HD6 with pseudo-sequence BoLA-HD6. The binding affinity (normalized) is 0.0641. (5) The peptide sequence is FRYKSRCYV. The MHC is HLA-B07:02 with pseudo-sequence HLA-B07:02. The binding affinity (normalized) is 0.0847. (6) The peptide sequence is GLISFYNFL. The MHC is HLA-A02:01 with pseudo-sequence HLA-A02:01. The binding affinity (normalized) is 0.963.